This data is from TCR-epitope binding with 47,182 pairs between 192 epitopes and 23,139 TCRs. The task is: Binary Classification. Given a T-cell receptor sequence (or CDR3 region) and an epitope sequence, predict whether binding occurs between them. (1) The epitope is CTELKLSDY. The TCR CDR3 sequence is CASTPSPGVSSIGYEQYF. Result: 0 (the TCR does not bind to the epitope). (2) The epitope is RLRPGGKKK. The TCR CDR3 sequence is CASSPGWGSYEQYF. Result: 1 (the TCR binds to the epitope). (3) The TCR CDR3 sequence is CASNPPPGDSENTGELFF. The epitope is YLQPRTFLL. Result: 1 (the TCR binds to the epitope).